This data is from Full USPTO retrosynthesis dataset with 1.9M reactions from patents (1976-2016). The task is: Predict the reactants needed to synthesize the given product. Given the product [F:1][C:2]1[C:3]([C:8]([O:10][CH2:16][CH3:17])=[O:9])=[N:4][CH:5]=[CH:6][CH:7]=1, predict the reactants needed to synthesize it. The reactants are: [F:1][C:2]1[C:3]([C:8]([OH:10])=[O:9])=[N:4][CH:5]=[CH:6][CH:7]=1.S(=O)(=O)(O)O.[CH2:16](O)[CH3:17].